Dataset: Full USPTO retrosynthesis dataset with 1.9M reactions from patents (1976-2016). Task: Predict the reactants needed to synthesize the given product. (1) Given the product [C:1]([C:5]1[CH:10]=[C:9]([NH:11][C:31]([C:29]2[O:30][C:26]([C:23]3[CH:22]=[CH:21][C:20]([N+:17]([O-:19])=[O:18])=[CH:25][CH:24]=3)=[CH:27][CH:28]=2)=[O:32])[CH:8]=[C:7]([C:12]([CH3:15])([CH3:14])[CH3:13])[C:6]=1[OH:16])([CH3:4])([CH3:3])[CH3:2], predict the reactants needed to synthesize it. The reactants are: [C:1]([C:5]1[CH:10]=[C:9]([NH2:11])[CH:8]=[C:7]([C:12]([CH3:15])([CH3:14])[CH3:13])[C:6]=1[OH:16])([CH3:4])([CH3:3])[CH3:2].[N+:17]([C:20]1[CH:25]=[CH:24][C:23]([C:26]2[O:30][C:29]([C:31](O)=[O:32])=[CH:28][CH:27]=2)=[CH:22][CH:21]=1)([O-:19])=[O:18].C(OC(NC1C=CC(CC(O)=O)=CC=1)=O)(C)(C)C. (2) Given the product [N+:8]([C:6]1[CH:5]=[CH:4][C:3]2[O:11][C:15]([CH:14]=[CH2:13])=[N:1][C:2]=2[CH:7]=1)([O-:10])=[O:9], predict the reactants needed to synthesize it. The reactants are: [NH2:1][C:2]1[CH:7]=[C:6]([N+:8]([O-:10])=[O:9])[CH:5]=[CH:4][C:3]=1[OH:11].Cl[CH2:13][CH2:14][C:15](OCC)=O.C(=O)([O-])O.[Na+]. (3) Given the product [OH:1][C:2]1[CH:9]=[C:8]([O:10][CH3:11])[C:7]([C:22]2[N:23]=[N:24][C:25]([O:28][CH:29]3[CH2:34][C:33]([CH3:36])([CH3:35])[NH:32][C:31]([CH3:38])([CH3:37])[CH2:30]3)=[CH:26][CH:27]=2)=[CH:6][C:3]=1[CH:4]=[O:5], predict the reactants needed to synthesize it. The reactants are: [OH:1][C:2]1[CH:9]=[C:8]([O:10][CH3:11])[C:7](B2OC(C)(C)C(C)(C)O2)=[CH:6][C:3]=1[CH:4]=[O:5].Cl[C:22]1[N:23]=[N:24][C:25]([O:28][CH:29]2[CH2:34][C:33]([CH3:36])([CH3:35])[NH:32][C:31]([CH3:38])([CH3:37])[CH2:30]2)=[CH:26][CH:27]=1. (4) The reactants are: Br[CH2:2][C:3]1[CH:10]=[CH:9][C:6]([C:7]#[N:8])=[CH:5][CH:4]=1.[NH3:11]. Given the product [NH2:11][CH2:2][C:3]1[CH:10]=[CH:9][C:6]([C:7]#[N:8])=[CH:5][CH:4]=1, predict the reactants needed to synthesize it. (5) Given the product [Cl:29][C:27]1[CH:26]=[CH:25][C:12]([CH2:13][N:14]2[C:15]3[CH:19]=[CH:18][NH:17][C:16]=3[C:20](=[O:21])[NH:45][C:46]2=[S:47])=[C:11]([C@H:9]([N:8]([C:6]([O:5][C:1]([CH3:3])([CH3:4])[CH3:2])=[O:7])[C:30]([O:32][C:33]([CH3:36])([CH3:35])[CH3:34])=[O:31])[CH3:10])[CH:28]=1, predict the reactants needed to synthesize it. The reactants are: [C:1]([O:5][C:6]([N:8]([C:30]([O:32][C:33]([CH3:36])([CH3:35])[CH3:34])=[O:31])[C@@H:9]([C:11]1[CH:28]=[C:27]([Cl:29])[CH:26]=[CH:25][C:12]=1[CH2:13][NH:14][C:15]1[CH:19]=[CH:18][NH:17][C:16]=1[C:20](OCC)=[O:21])[CH3:10])=[O:7])([CH3:4])([CH3:3])[CH3:2].C([N:45]=[C:46]=[S:47])(=O)C1C=CC=CC=1.C([O-])([O-])=O.[Cs+].[Cs+].CC(O)=O. (6) Given the product [ClH:25].[NH:4]1[C:5]([CH2:6][C:7]2[CH:8]=[CH:9][C:10]3[C:19]4[NH:18][CH2:17][CH2:16][CH2:15][C:14]=4[C:13](=[O:20])[NH:12][C:11]=3[CH:24]=2)=[N:1][N:2]=[N:3]1, predict the reactants needed to synthesize it. The reactants are: [NH:1]1[C:5]([CH2:6][C:7]2[CH:8]=[CH:9][C:10]3[C:19]4[NH:18][CH2:17][CH2:16][CH2:15][C:14]=4[C:13](=[O:20])[N:12](COC)[C:11]=3[CH:24]=2)=[N:4][N:3]=[N:2]1.[ClH:25]. (7) Given the product [F:20][C:21]1[CH:22]=[C:23]([NH:24][C:3]2[S:4]/[C:5](=[CH:9]\[C:10]3[CH:11]=[C:12]4[C:17](=[CH:18][CH:19]=3)[N:16]=[CH:15][N:14]=[CH:13]4)/[C:6](=[O:8])[N:7]=2)[CH:25]=[CH:26][CH:27]=1, predict the reactants needed to synthesize it. The reactants are: CS[C:3]1[S:4][C:5](=[CH:9][C:10]2[CH:11]=[C:12]3[C:17](=[CH:18][CH:19]=2)[N:16]=[CH:15][N:14]=[CH:13]3)[C:6](=[O:8])[N:7]=1.[F:20][C:21]1[CH:22]=[C:23]([CH:25]=[CH:26][CH:27]=1)[NH2:24].CCN(C(C)C)C(C)C.